Dataset: Forward reaction prediction with 1.9M reactions from USPTO patents (1976-2016). Task: Predict the product of the given reaction. Given the reactants [F:1][C:2]1[CH:17]=[CH:16][C:5]([CH2:6][O:7][C:8]2[CH:9]=[C:10]([NH2:15])[C:11]([NH2:14])=[CH:12][CH:13]=2)=[CH:4][CH:3]=1.[C:18](O[C:18]([O:19][CH2:20][CH3:21])=[O:22])(=[O:22])[O:19][CH2:20][CH3:21], predict the reaction product. The product is: [CH2:20]([O:19][C:18](=[O:22])[NH:14][C:11]1[CH:12]=[CH:13][C:8]([O:7][CH2:6][C:5]2[CH:16]=[CH:17][C:2]([F:1])=[CH:3][CH:4]=2)=[CH:9][C:10]=1[NH2:15])[CH3:21].